From a dataset of Full USPTO retrosynthesis dataset with 1.9M reactions from patents (1976-2016). Predict the reactants needed to synthesize the given product. Given the product [F:13][C:14]1[CH:19]=[CH:18][C:17]([C:20]2[CH:28]=[CH:27][C:23]([C:24]([NH:1][C:2]3[CH:11]=[C:10]4[C:5]([CH:6]=[CH:7][C:8]([CH3:12])=[N:9]4)=[CH:4][CH:3]=3)=[O:25])=[C:22]([CH3:29])[N:21]=2)=[CH:16][CH:15]=1, predict the reactants needed to synthesize it. The reactants are: [NH2:1][C:2]1[CH:11]=[C:10]2[C:5]([CH:6]=[CH:7][C:8]([CH3:12])=[N:9]2)=[CH:4][CH:3]=1.[F:13][C:14]1[CH:19]=[CH:18][C:17]([C:20]2[CH:28]=[CH:27][C:23]([C:24](O)=[O:25])=[C:22]([CH3:29])[N:21]=2)=[CH:16][CH:15]=1.Cl.